This data is from Forward reaction prediction with 1.9M reactions from USPTO patents (1976-2016). The task is: Predict the product of the given reaction. (1) Given the reactants C(OC(=O)C[C:8]1([CH2:20][C:21]([OH:23])=[O:22])[C:14]2[CH:15]=[CH:16][CH:17]=[CH:18][C:13]=2[NH:12][C:11](=[O:19])[CH2:10][CH2:9]1)(C)(C)C.F[C:26](F)(F)[C:27]([OH:29])=O.[NH:32]1[C:36]2[CH:37]=[CH:38][CH:39]=[CH:40][C:35]=2[N:34]=[C:33]1[NH:41][CH2:42][CH2:43][CH2:44][CH2:45][NH2:46], predict the reaction product. The product is: [NH:32]1[C:36]2[CH:37]=[CH:38][CH:39]=[CH:40][C:35]=2[N:34]=[C:33]1[NH:41][CH2:42][CH2:43][CH2:44][CH2:45][NH:46][C:27](=[O:29])[CH2:26][N:12]1[C:13]2[CH:18]=[CH:17][CH:16]=[CH:15][C:14]=2[CH:8]([CH2:20][C:21]([OH:23])=[O:22])[CH2:9][CH2:10][C:11]1=[O:19]. (2) Given the reactants C(NC(C)C)(C)C.[Li]CCCC.[CH2:13]([C:15]1[O:20][C:19]([CH3:22])([CH3:21])[O:18][C:17](=[O:23])[C:16]=1[CH3:24])[CH3:14].[CH3:25][Si:26](Cl)([CH3:28])[CH3:27], predict the reaction product. The product is: [CH:13](=[C:15]1/[O:20][C:19]([CH3:22])([CH3:21])[O:18][C:17]([O:23][Si:26]([CH3:28])([CH3:27])[CH3:25])=[C:16]/1[CH3:24])/[CH3:14]. (3) Given the reactants CC(P(C(C)(C)C)C1C(C2C=CC=CC=2)=CC=CC=1)(C)C.[C:22]([P:28](=[O:33])([OH:32])[O:29][CH2:30][CH3:31])#[C:23][CH2:24][CH2:25][CH2:26][CH3:27].[Cl:34][CH2:35][CH2:36][CH2:37][C:38]#[CH:39], predict the reaction product. The product is: [CH2:30]([O:29][P:28]1(=[O:32])[CH:22]=[C:23]([CH2:24][CH2:25][CH2:26][CH3:27])[CH:39]=[C:38]([CH2:37][CH2:36][CH2:35][Cl:34])[O:33]1)[CH3:31].